From a dataset of Full USPTO retrosynthesis dataset with 1.9M reactions from patents (1976-2016). Predict the reactants needed to synthesize the given product. Given the product [CH3:17][N:18]1[CH:22]=[CH:21][C:20]([C:2]2[N:7]=[C:6]([NH:8][CH2:9][C:10]([O:12][CH3:13])=[O:11])[C:5]([N+:14]([O-:16])=[O:15])=[CH:4][CH:3]=2)=[N:19]1, predict the reactants needed to synthesize it. The reactants are: Cl[C:2]1[N:7]=[C:6]([NH:8][CH2:9][C:10]([O:12][CH3:13])=[O:11])[C:5]([N+:14]([O-:16])=[O:15])=[CH:4][CH:3]=1.[CH3:17][N:18]1[CH:22]=[CH:21][C:20](B2OC(C)(C)C(C)(C)O2)=[N:19]1.C(=O)([O-])[O-].[Cs+].[Cs+].COCCOC.